Predict the reaction yield, written as a fraction of the theoretical maximum amount of product (1.0 means a 100% yield; for example, 0.34 means a 34% yield). From a dataset of Reaction yield outcomes from USPTO patents with 853,638 reactions. (1) The reactants are C(OC([N:8]1[CH2:13][CH2:12][N:11]([C:14](=[O:53])[C:15]2[CH:20]=[CH:19][C:18]([C:21]3[CH:22]=[N:23][C:24]([NH2:52])=[C:25]([O:27][CH:28]([C:30]4[C:35]([Cl:36])=[CH:34][CH:33]=[C:32]([O:37]CC5C(OC)=CC(OC)=CC=5OC)[C:31]=4[Cl:51])[CH3:29])[CH:26]=3)=[CH:17][CH:16]=2)[CH2:10][CH2:9]1)=O)(C)(C)C.C(O)(C(F)(F)F)=O.C([SiH](CC)CC)C. The catalyst is C1(C)C=CC=CC=1. The product is [NH2:52][C:24]1[N:23]=[CH:22][C:21]([C:18]2[CH:17]=[CH:16][C:15]([C:14]([N:11]3[CH2:10][CH2:9][NH:8][CH2:13][CH2:12]3)=[O:53])=[CH:20][CH:19]=2)=[CH:26][C:25]=1[O:27][CH:28]([C:30]1[C:35]([Cl:36])=[CH:34][CH:33]=[C:32]([OH:37])[C:31]=1[Cl:51])[CH3:29]. The yield is 0.620. (2) The reactants are Br[C:2]1[C:3]([C:11]2[CH:16]=[CH:15][CH:14]=[C:13]([O:17][CH3:18])[CH:12]=2)=[N:4][CH:5]=[C:6]([N+:8]([O-:10])=[O:9])[CH:7]=1.[C:19]1(B(O)O)[CH:24]=[CH:23][CH:22]=[CH:21][CH:20]=1. No catalyst specified. The product is [CH3:18][O:17][C:13]1[CH:12]=[C:11]([C:3]2[C:2]([C:19]3[CH:24]=[CH:23][CH:22]=[CH:21][CH:20]=3)=[CH:7][C:6]([N+:8]([O-:10])=[O:9])=[CH:5][N:4]=2)[CH:16]=[CH:15][CH:14]=1. The yield is 0.870. (3) The reactants are [CH2:1]([C:8]1[C:17]2[C:12](=[CH:13][CH:14]=[CH:15][CH:16]=2)[C:11](Cl)=[N:10][N:9]=1)[C:2]1[CH:7]=[CH:6][CH:5]=[CH:4][CH:3]=1.[N+:19]([C:22]1[CH:27]=[CH:26][C:25]([CH:28]2[CH2:33][CH2:32][NH:31][CH2:30][CH2:29]2)=[CH:24][CH:23]=1)([O-:21])=[O:20].O. The catalyst is CN1C(=O)CCC1. The product is [CH2:1]([C:8]1[C:17]2[C:12](=[CH:13][CH:14]=[CH:15][CH:16]=2)[C:11]([N:31]2[CH2:30][CH2:29][CH:28]([C:25]3[CH:26]=[CH:27][C:22]([N+:19]([O-:21])=[O:20])=[CH:23][CH:24]=3)[CH2:33][CH2:32]2)=[N:10][N:9]=1)[C:2]1[CH:7]=[CH:6][CH:5]=[CH:4][CH:3]=1. The yield is 0.780. (4) The reactants are [OH-].[Na+].I[CH2:4][CH2:5][CH2:6][CH3:7].[C:8]1([CH3:20])[CH:13]=[CH:12][C:11]([S:14]([CH2:17][N+:18]#[C-:19])(=[O:16])=[O:15])=[CH:10][CH:9]=1. The catalyst is [I-].C([N+](CCCC)(CCCC)CCCC)CCC.C(Cl)Cl.O. The product is [N+:18]([CH:17]([S:14]([C:11]1[CH:10]=[CH:9][C:8]([CH3:20])=[CH:13][CH:12]=1)(=[O:15])=[O:16])[CH2:4][CH2:5][CH2:6][CH3:7])#[C-:19]. The yield is 0.870. (5) The reactants are CC1(C)C(C)(C)OB([C:9]2[CH:18]=[C:17]3[C:12]([CH:13]=[C:14]([NH:19][C:20]([CH:22]4[CH2:24][CH2:23]4)=[O:21])[N:15]=[CH:16]3)=[CH:11][CH:10]=2)O1.Cl[C:27]1[CH:34]=[C:33]([OH:35])[CH:32]=[CH:31][C:28]=1[C:29]#[N:30].C(=O)([O-])[O-].[Na+].[Na+]. The catalyst is C(#N)C.C(OCC)(=O)C.CC(P(C(C)(C)C)C1C=CC(N(C)C)=CC=1)(C)C.CC(P(C(C)(C)C)C1C=CC(N(C)C)=CC=1)(C)C.Cl[Pd]Cl. The product is [C:29]([C:28]1[CH:27]=[CH:34][C:33]([OH:35])=[CH:32][C:31]=1[C:9]1[CH:18]=[C:17]2[C:12]([CH:13]=[C:14]([NH:19][C:20]([CH:22]3[CH2:23][CH2:24]3)=[O:21])[N:15]=[CH:16]2)=[CH:11][CH:10]=1)#[N:30]. The yield is 0.600. (6) The catalyst is C1COCC1. The reactants are CO.[NH3:3].Cl[C:5]1[C:14]2[C:9](=[CH:10][C:11]([F:24])=[C:12]([O:15][C:16]3[C:21]([CH3:22])=[CH:20][CH:19]=[CH:18][C:17]=3[CH3:23])[CH:13]=2)[N:8]=[C:7]([N:25]2[CH:29]=[C:28]([C:30]([O:32][CH2:33][CH3:34])=[O:31])[CH:27]=[N:26]2)[N:6]=1. The product is [NH2:3][C:5]1[C:14]2[C:9](=[CH:10][C:11]([F:24])=[C:12]([O:15][C:16]3[C:21]([CH3:22])=[CH:20][CH:19]=[CH:18][C:17]=3[CH3:23])[CH:13]=2)[N:8]=[C:7]([N:25]2[CH:29]=[C:28]([C:30]([O:32][CH2:33][CH3:34])=[O:31])[CH:27]=[N:26]2)[N:6]=1. The yield is 0.640. (7) The reactants are [CH2:1]([C:3]([CH2:8][CH3:9])([CH2:6][OH:7])[CH2:4][OH:5])[CH3:2].[N+:10]([C:13]1[CH:20]=[CH:19][CH:18]=[C:17]([N+]([O-])=O)[C:14]=1[C:15]#[N:16])([O-:12])=[O:11]. No catalyst specified. The product is [CH2:1]([C:3]([CH2:6][OH:7])([CH2:8][CH3:9])[CH2:4][O:5][C:17]1[CH:18]=[CH:19][CH:20]=[C:13]([N+:10]([O-:12])=[O:11])[C:14]=1[C:15]#[N:16])[CH3:2]. The yield is 0.860.